From a dataset of Full USPTO retrosynthesis dataset with 1.9M reactions from patents (1976-2016). Predict the reactants needed to synthesize the given product. (1) Given the product [Cl:17][C:18]1[CH:26]=[CH:25][CH:24]=[C:23]2[C:19]=1[CH2:20][CH2:21][N:22]2[C:2]1[N:3]=[C:4]([C:7]([N:9]2[CH2:14][C@@H:13]([CH3:15])[O:12][C@@H:11]([CH3:16])[CH2:10]2)=[O:8])[S:5][CH:6]=1, predict the reactants needed to synthesize it. The reactants are: Br[C:2]1[N:3]=[C:4]([C:7]([N:9]2[CH2:14][C@@H:13]([CH3:15])[O:12][C@@H:11]([CH3:16])[CH2:10]2)=[O:8])[S:5][CH:6]=1.[Cl:17][C:18]1[CH:26]=[CH:25][CH:24]=[C:23]2[C:19]=1[CH2:20][CH2:21][NH:22]2.C1(C)C=CC=CC=1.CC(C)([O-])C.[Na+]. (2) Given the product [OH:9][CH2:10][CH2:11][C:12]1[CH:13]=[CH:14][C:15]([CH2:16][CH2:17][N:18]2[CH2:36][CH2:35][C:21]3([O:26][CH2:25][CH2:24][N:23]([C:27]([C:29]4[N:30]=[C:31]([CH3:34])[S:32][CH:33]=4)=[O:28])[CH2:22]3)[CH2:20][CH2:19]2)=[CH:37][CH:38]=1, predict the reactants needed to synthesize it. The reactants are: Cl.[Si]([O:9][CH2:10][CH2:11][C:12]1[CH:38]=[CH:37][C:15]([CH2:16][CH2:17][N:18]2[CH2:36][CH2:35][C:21]3([O:26][CH2:25][CH2:24][N:23]([C:27]([C:29]4[N:30]=[C:31]([CH3:34])[S:32][CH:33]=4)=[O:28])[CH2:22]3)[CH2:20][CH2:19]2)=[CH:14][CH:13]=1)(C(C)(C)C)(C)C. (3) Given the product [F:20][C:21]1[CH:22]=[C:23]2[C:27](=[CH:28][C:29]=1[NH:30][C:31](=[O:34])[CH2:32][OH:33])[NH:26][C:25](=[O:35])[C:24]2=[CH:18][C:9]1[NH:10][C:11]2[CH2:16][CH2:15][NH:14][C:13](=[O:17])[C:12]=2[C:8]=1[C:5]1[CH:6]=[CH:7][C:2]([F:1])=[CH:3][CH:4]=1, predict the reactants needed to synthesize it. The reactants are: [F:1][C:2]1[CH:7]=[CH:6][C:5]([C:8]2[C:12]3[C:13](=[O:17])[NH:14][CH2:15][CH2:16][C:11]=3[NH:10][C:9]=2[CH:18]=O)=[CH:4][CH:3]=1.[F:20][C:21]1[CH:22]=[C:23]2[C:27](=[CH:28][C:29]=1[NH:30][C:31](=[O:34])[CH2:32][OH:33])[NH:26][C:25](=[O:35])[CH2:24]2. (4) Given the product [C:37]([OH:44])(=[O:43])/[CH:38]=[CH:39]/[C:40]([OH:42])=[O:41].[Cl:1][C:2]1[CH:7]=[CH:6][CH:5]=[C:4]([F:8])[C:3]=1[NH:9][C:10]1[NH:11][C:12]2[C:18]3[CH2:19][C:20]([CH3:22])([CH3:23])[O:21][C:17]=3[C:16]([C:24]([NH:26][C:27]3[CH:28]=[CH:29][C:30]([C:33]([F:35])([F:36])[F:34])=[CH:31][CH:32]=3)=[O:25])=[CH:15][C:13]=2[N:14]=1, predict the reactants needed to synthesize it. The reactants are: [Cl:1][C:2]1[CH:7]=[CH:6][CH:5]=[C:4]([F:8])[C:3]=1[NH:9][C:10]1[NH:11][C:12]2[C:18]3[CH2:19][C:20]([CH3:23])([CH3:22])[O:21][C:17]=3[C:16]([C:24]([NH:26][C:27]3[CH:32]=[CH:31][C:30]([C:33]([F:36])([F:35])[F:34])=[CH:29][CH:28]=3)=[O:25])=[CH:15][C:13]=2[N:14]=1.[C:37]([OH:44])(=[O:43])/[CH:38]=[CH:39]/[C:40]([OH:42])=[O:41]. (5) Given the product [Cl:26][C:27]1[CH:28]=[C:29]([N:49]([C@H:50]2[CH2:51][CH2:52][C@H:53]([N:56]([CH3:57])[CH3:58])[CH2:54][CH2:55]2)[CH2:59][CH3:60])[C:30]([CH3:48])=[C:31]([CH:47]=1)[C:32]([NH:34][CH2:35][C:36]1[C:37]([CH3:46])=[N:43][N:40]([CH:39]([CH3:45])[CH3:38])[C:41]=1[O:42][CH3:2])=[O:33], predict the reactants needed to synthesize it. The reactants are: Cl[C:2]1C=C(N([C@H]2CC[C@H](N(C)C)CC2)CC)C(C)=C(C=1)C(O)=O.CN.[Cl:26][C:27]1[CH:28]=[C:29]([N:49]([CH2:59][CH3:60])[C@H:50]2[CH2:55][CH2:54][C@H:53]([N:56]([CH3:58])[CH3:57])[CH2:52][CH2:51]2)[C:30]([CH3:48])=[C:31]([CH:47]=1)[C:32]([NH:34][CH2:35][C:36]1[C:41](=[O:42])[N:40]2[NH:43]C=[CH:45][C:39]2=[CH:38][C:37]=1[CH3:46])=[O:33].C(NN)(C)C.C(N(CC)CC)C.C1CN([P+](ON2N=NC3C=CC=CC2=3)(N2CCCC2)N2CCCC2)CC1.F[P-](F)(F)(F)(F)F. (6) Given the product [NH2:25][C:14]1[N:13]=[C:12]([N:8]2[CH:7]([CH3:26])[CH2:6][C:5]3[C:10](=[CH:11][C:2]([C:35]4[CH:36]=[N:37][N:38]([CH2:40][CH2:41][C:42]([NH2:44])=[O:43])[CH:39]=4)=[CH:3][CH:4]=3)[CH2:9]2)[CH:17]=[C:16]([N:18]2[CH2:19][CH2:20][N:21]([CH3:24])[CH2:22][CH2:23]2)[N:15]=1, predict the reactants needed to synthesize it. The reactants are: Br[C:2]1[CH:11]=[C:10]2[C:5]([CH2:6][CH:7]([CH3:26])[N:8]([C:12]3[CH:17]=[C:16]([N:18]4[CH2:23][CH2:22][N:21]([CH3:24])[CH2:20][CH2:19]4)[N:15]=[C:14]([NH2:25])[N:13]=3)[CH2:9]2)=[CH:4][CH:3]=1.CC1(C)C(C)(C)OB([C:35]2[CH:36]=[N:37][N:38]([CH2:40][CH2:41][C:42]([NH2:44])=[O:43])[CH:39]=2)O1.C(=O)(O)[O-].[Na+]. (7) Given the product [CH2:45]([O:44][C@@H:38]([CH2:37][C:34]1[CH:33]=[CH:32][C:31]([O:30][CH2:29]/[CH:28]=[C:27](\[CH3:47])/[C:26]#[C:25][C:21]2[CH:22]=[CH:23][CH:24]=[C:19]([C:18]#[C:17]/[C:16](/[CH3:48])=[CH:15]/[CH2:14][O:13][C:10]3[CH:11]=[CH:12][C:7]([CH2:6][C@H:5]([O:49][CH2:50][CH3:51])[C:4]([O:3][CH2:1][CH3:2])=[O:52])=[CH:8][CH:9]=3)[CH:20]=2)=[CH:36][CH:35]=1)[C:39]([OH:41])=[O:40])[CH3:46], predict the reactants needed to synthesize it. The reactants are: [CH2:1]([O:3][C:4](=[O:52])[C@@H:5]([O:49][CH2:50][CH3:51])[CH2:6][C:7]1[CH:12]=[CH:11][C:10]([O:13][CH2:14]/[CH:15]=[C:16](\[CH3:48])/[C:17]#[C:18][C:19]2[CH:24]=[CH:23][CH:22]=[C:21]([C:25]#[C:26]/[C:27](/[CH3:47])=[CH:28]/[CH2:29][O:30][C:31]3[CH:36]=[CH:35][C:34]([CH2:37][C@H:38]([O:44][CH2:45][CH3:46])[C:39]([O:41]CC)=[O:40])=[CH:33][CH:32]=3)[CH:20]=2)=[CH:9][CH:8]=1)[CH3:2].[OH-].[Na+]. (8) Given the product [CH3:16][N:18]([CH3:19])[C:13](=[O:15])[CH2:12][CH2:11][C:4]1[C:3]2[C:2](=[O:1])[CH2:10][CH2:9][CH2:8][C:7]=2[NH:6][CH:5]=1, predict the reactants needed to synthesize it. The reactants are: [O:1]=[C:2]1[CH2:10][CH2:9][CH2:8][C:7]2[NH:6][CH:5]=[C:4]([CH2:11][CH2:12][C:13]([OH:15])=O)[C:3]1=2.[C:16](N1C=CN=C1)([N:18]1C=CN=[CH:19]1)=O.CNC. (9) Given the product [F:29][C:26]1[N:25]=[CH:24][C:23]([C:21]2[CH:20]=[CH:19][C:18]([O:30][CH3:31])=[C:17]([CH:22]=2)[CH2:16][N:15]([CH:12]2[CH2:11][CH2:10][CH:9]([NH:7][CH3:8])[CH2:14][CH2:13]2)[C:39]([C:38]2[S:37][C:36]3[C:42]([F:47])=[CH:43][CH:44]=[C:45]([F:46])[C:35]=3[C:34]=2[Cl:33])=[O:40])=[CH:28][CH:27]=1, predict the reactants needed to synthesize it. The reactants are: C(OC(=O)[N:7]([CH:9]1[CH2:14][CH2:13][CH:12]([NH:15][CH2:16][C:17]2[CH:22]=[C:21]([C:23]3[CH:24]=[N:25][C:26]([F:29])=[CH:27][CH:28]=3)[CH:20]=[CH:19][C:18]=2[O:30][CH3:31])[CH2:11][CH2:10]1)[CH3:8])(C)(C)C.[Cl:33][C:34]1[C:35]2[C:45]([F:46])=[CH:44][CH:43]=[C:42]([F:47])[C:36]=2[S:37][C:38]=1[C:39](Cl)=[O:40]. (10) Given the product [Br:1][C:2]1[CH:3]=[C:4]([C:8](=[O:14])[CH2:9][OH:10])[CH:5]=[CH:6][CH:7]=1, predict the reactants needed to synthesize it. The reactants are: [Br:1][C:2]1[CH:3]=[C:4]([C:8](=[O:14])[CH2:9][O:10]C(=O)C)[CH:5]=[CH:6][CH:7]=1.Cl.